Dataset: NCI-60 drug combinations with 297,098 pairs across 59 cell lines. Task: Regression. Given two drug SMILES strings and cell line genomic features, predict the synergy score measuring deviation from expected non-interaction effect. (1) Drug 1: C1CCN(CC1)CCOC2=CC=C(C=C2)C(=O)C3=C(SC4=C3C=CC(=C4)O)C5=CC=C(C=C5)O. Drug 2: CC1CCC2CC(C(=CC=CC=CC(CC(C(=O)C(C(C(=CC(C(=O)CC(OC(=O)C3CCCCN3C(=O)C(=O)C1(O2)O)C(C)CC4CCC(C(C4)OC)O)C)C)O)OC)C)C)C)OC. Cell line: U251. Synergy scores: CSS=21.6, Synergy_ZIP=-0.950, Synergy_Bliss=-2.66, Synergy_Loewe=-18.7, Synergy_HSA=-3.10. (2) Drug 1: COC1=C2C(=CC3=C1OC=C3)C=CC(=O)O2. Drug 2: CC(C)CN1C=NC2=C1C3=CC=CC=C3N=C2N. Cell line: SK-MEL-2. Synergy scores: CSS=12.5, Synergy_ZIP=-0.952, Synergy_Bliss=1.82, Synergy_Loewe=-2.52, Synergy_HSA=0.759. (3) Drug 1: COC1=NC(=NC2=C1N=CN2C3C(C(C(O3)CO)O)O)N. Drug 2: C1=CN(C=N1)CC(O)(P(=O)(O)O)P(=O)(O)O. Cell line: COLO 205. Synergy scores: CSS=8.10, Synergy_ZIP=-1.90, Synergy_Bliss=-0.471, Synergy_Loewe=-1.86, Synergy_HSA=-1.56. (4) Drug 1: C1C(C(OC1N2C=C(C(=O)NC2=O)F)CO)O. Drug 2: CN1C(=O)N2C=NC(=C2N=N1)C(=O)N. Cell line: KM12. Synergy scores: CSS=11.9, Synergy_ZIP=-10.2, Synergy_Bliss=-13.6, Synergy_Loewe=-7.68, Synergy_HSA=-7.13. (5) Drug 1: C1=CN(C(=O)N=C1N)C2C(C(C(O2)CO)O)O.Cl. Drug 2: C1=NC2=C(N1)C(=S)N=CN2. Cell line: A549. Synergy scores: CSS=49.0, Synergy_ZIP=-3.02, Synergy_Bliss=0.752, Synergy_Loewe=0.308, Synergy_HSA=4.36. (6) Drug 1: CC1=C2C(C(=O)C3(C(CC4C(C3C(C(C2(C)C)(CC1OC(=O)C(C(C5=CC=CC=C5)NC(=O)OC(C)(C)C)O)O)OC(=O)C6=CC=CC=C6)(CO4)OC(=O)C)O)C)O. Drug 2: CC=C1C(=O)NC(C(=O)OC2CC(=O)NC(C(=O)NC(CSSCCC=C2)C(=O)N1)C(C)C)C(C)C. Cell line: HCC-2998. Synergy scores: CSS=45.3, Synergy_ZIP=6.93, Synergy_Bliss=11.3, Synergy_Loewe=-33.9, Synergy_HSA=2.50.